The task is: Predict the reaction yield, written as a fraction of the theoretical maximum amount of product (1.0 means a 100% yield; for example, 0.34 means a 34% yield).. This data is from Reaction yield outcomes from USPTO patents with 853,638 reactions. (1) The reactants are [F:1][C:2]1[CH:17]=[C:16]([CH:18]=O)[CH:15]=[CH:14][C:3]=1[O:4][C:5]1[N:6]=[CH:7][C:8]([C:11]([NH2:13])=[O:12])=[N:9][CH:10]=1.[CH2:20]([NH2:25])[CH2:21][CH:22]([CH3:24])[CH3:23].[BH4-].[Na+]. The catalyst is CO. The product is [F:1][C:2]1[CH:17]=[C:16]([CH2:18][NH:25][CH2:20][CH2:21][CH:22]([CH3:24])[CH3:23])[CH:15]=[CH:14][C:3]=1[O:4][C:5]1[N:6]=[CH:7][C:8]([C:11]([NH2:13])=[O:12])=[N:9][CH:10]=1. The yield is 0.500. (2) The reactants are [F:1][C:2]([F:14])([F:13])[C:3]1[CH:8]=[CH:7][C:6]([CH2:9][C:10]([OH:12])=O)=[CH:5][CH:4]=1.[C:15]([O:19][C:20]([N:22]1[CH2:27][CH2:26][C:25]2[N:28]([CH3:47])[C:29]([C:31]3[C:36]([C:37]#[C:38][C:39]4[CH:44]=[CH:43][CH:42]=[C:41]([NH2:45])[CH:40]=4)=[CH:35][N:34]=[C:33]([NH2:46])[N:32]=3)=[CH:30][C:24]=2[C:23]1=[O:48])=[O:21])([CH3:18])([CH3:17])[CH3:16].CN(C(ON1N=NC2C=CC=CC1=2)=[N+](C)C)C.[B-](F)(F)(F)F.CCN(C(C)C)C(C)C.C([O-])(O)=O.[Na+]. The catalyst is CN(C=O)C. The product is [C:15]([O:19][C:20]([N:22]1[CH2:27][CH2:26][C:25]2[N:28]([CH3:47])[C:29]([C:31]3[C:36]([C:37]#[C:38][C:39]4[CH:44]=[CH:43][CH:42]=[C:41]([NH:45][C:10](=[O:12])[CH2:9][C:6]5[CH:5]=[CH:4][C:3]([C:2]([F:1])([F:14])[F:13])=[CH:8][CH:7]=5)[CH:40]=4)=[CH:35][N:34]=[C:33]([NH2:46])[N:32]=3)=[CH:30][C:24]=2[C:23]1=[O:48])=[O:21])([CH3:18])([CH3:17])[CH3:16]. The yield is 0.490. (3) The reactants are [Cl:1][C:2]1[CH:7]=[CH:6][C:5]([CH2:8][C@@H:9]([NH:27]C(OC(C)(C)C)=O)[C:10]([N:12]2[CH2:17][CH2:16][N:15]([C:18]3[CH:23]=[CH:22][CH:21]=[CH:20][C:19]=3[N+:24]([O-:26])=[O:25])[CH2:14][CH2:13]2)=[O:11])=[CH:4][CH:3]=1.Cl.[CH2:36]1[C:45]2[C:40](=[CH:41][CH:42]=[CH:43][CH:44]=2)[CH2:39][N:38]([C:46]([O:48][CH2:49][CH:50]2[C:62]3[C:57](=[CH:58][CH:59]=[CH:60][CH:61]=3)[C:56]3[C:51]2=[CH:52][CH:53]=[CH:54][CH:55]=3)=[O:47])[C@H:37]1[C:63]([OH:65])=O.CCN=C=NCCCN(C)C.CI.C1C=NC2N(O)N=NC=2C=1. The catalyst is CCOC(C)=O. The product is [Cl:1][C:2]1[CH:7]=[CH:6][C:5]([CH2:8][C@@H:9]([NH:27][C:63]([C@H:37]2[CH2:36][C:45]3[C:40](=[CH:41][CH:42]=[CH:43][CH:44]=3)[CH2:39][N:38]2[C:46]([O:48][CH2:49][CH:50]2[C:62]3[CH:61]=[CH:60][CH:59]=[CH:58][C:57]=3[C:56]3[C:51]2=[CH:52][CH:53]=[CH:54][CH:55]=3)=[O:47])=[O:65])[C:10]([N:12]2[CH2:13][CH2:14][N:15]([C:18]3[CH:23]=[CH:22][CH:21]=[CH:20][C:19]=3[N+:24]([O-:26])=[O:25])[CH2:16][CH2:17]2)=[O:11])=[CH:4][CH:3]=1. The yield is 1.00. (4) The reactants are [C:1]1(=[O:7])[NH:6][CH2:5][CH2:4][CH2:3][CH2:2]1.[O-]P([O-])([O-])=O.[K+].[K+].[K+].CNCCNC.I[C:23]1[CH:24]=[C:25]([CH:28]=[CH:29][CH:30]=1)[CH2:26][NH2:27].N. The catalyst is [Cu]I.O.C1(C)C=CC=CC=1. The product is [NH2:27][CH2:26][C:25]1[CH:24]=[C:23]([N:6]2[CH2:5][CH2:4][CH2:3][CH2:2][C:1]2=[O:7])[CH:30]=[CH:29][CH:28]=1. The yield is 0.960. (5) The reactants are [CH3:1][N:2]1[C:10]2[CH:9]=[C:8]([N:11]3[CH:16]=[CH:15][C:14]([C:17]4[CH:22]=[CH:21][C:20]([CH3:23])=[CH:19][N:18]=4)=[CH:13][C:12]3=[O:24])[CH:7]=[CH:6][C:5]=2[C:4]2[CH2:25][N:26](C(OC(C)(C)C)=O)[CH2:27][CH2:28][C:3]1=2.C1(N)C(F)=C(F)C(F)=C(N)C=1F.[ClH:48].Cl. No catalyst specified. The product is [ClH:48].[ClH:48].[CH3:1][N:2]1[C:10]2[CH:9]=[C:8]([N:11]3[CH:16]=[CH:15][C:14]([C:17]4[CH:22]=[CH:21][C:20]([CH3:23])=[CH:19][N:18]=4)=[CH:13][C:12]3=[O:24])[CH:7]=[CH:6][C:5]=2[C:4]2[CH2:25][NH:26][CH2:27][CH2:28][C:3]1=2. The yield is 0.300. (6) The reactants are [N+:1]([O-])([OH:3])=[O:2].[Cl:5][C:6]1[CH:14]=[C:13]([N+:15]([O-:17])=[O:16])[CH:12]=[CH:11][C:7]=1[C:8]([OH:10])=[O:9]. The catalyst is S(=O)(=O)(O)O. The product is [Cl:5][C:6]1[CH:14]=[C:13]([N+:15]([O-:17])=[O:16])[C:12]([N+:1]([O-:3])=[O:2])=[CH:11][C:7]=1[C:8]([OH:10])=[O:9]. The yield is 0.950. (7) The reactants are [Cl:1][C:2]1[N:7]=[CH:6][C:5]([C:8]2[C:9]([CH2:19]C(C)C)=[C:10]([S:15]([O-])(=O)=O)C=CC=2C)=[CH:4][CH:3]=1.[CH2:23]1COCC1. The catalyst is CCOCC. The product is [Cl:1][C:2]1[CH:3]=[CH:4][C:5]([CH2:8][CH:9]([CH3:19])[CH2:10][S:15][CH3:23])=[CH:6][N:7]=1. The yield is 0.930. (8) The reactants are [Cl:1][C:2]1[N:7]=[C:6](Cl)[C:5]([O:9][CH3:10])=[CH:4][N:3]=1.[C:11]([O-])([O-])=[O:12].[K+].[K+]. The catalyst is CO. The product is [Cl:1][C:2]1[N:7]=[C:6]([O:12][CH3:11])[C:5]([O:9][CH3:10])=[CH:4][N:3]=1. The yield is 0.730. (9) The reactants are [CH2:1]([O:19][C:20]1[CH:21]=[C:22]([CH:27]=[CH:28][C:29]=1[C:30]#[C:31][Si](C)(C)C)[C:23]([O:25][CH3:26])=[O:24])[CH2:2][CH2:3][CH2:4][CH2:5][CH2:6][CH2:7][CH2:8]CCCCCCCCCC.C([O-])([O-])=O.[K+].[K+]. The catalyst is CO. The product is [C:30]([C:29]1[CH:28]=[CH:27][C:22]([C:23]([O:25][CH3:26])=[O:24])=[CH:21][C:20]=1[O:19][CH2:1][CH2:2][CH2:3][CH2:4][CH2:5][CH2:6][CH2:7][CH3:8])#[CH:31]. The yield is 0.910. (10) The reactants are [CH:1]1([C:7]2[C:15]3[C:14](=[O:16])[NH:13][C:12]([C:17]4[CH:22]=[CH:21][C:20]([N:23]5[CH2:28][CH2:27][N:26]([CH3:29])[CH2:25][CH2:24]5)=[CH:19][C:18]=4[O:30][CH3:31])=[N:11][C:10]=3[N:9]([CH3:32])[N:8]=2)[CH2:6][CH2:5][CH2:4][CH2:3][CH2:2]1.[CH3:33][S:34]([OH:37])(=[O:36])=[O:35]. The catalyst is O1CCCC1. The product is [CH3:33][S:34]([OH:37])(=[O:36])=[O:35].[CH:1]1([C:7]2[C:15]3[C:14](=[O:16])[NH:13][C:12]([C:17]4[CH:22]=[CH:21][C:20]([N:23]5[CH2:28][CH2:27][N:26]([CH3:29])[CH2:25][CH2:24]5)=[CH:19][C:18]=4[O:30][CH3:31])=[N:11][C:10]=3[N:9]([CH3:32])[N:8]=2)[CH2:2][CH2:3][CH2:4][CH2:5][CH2:6]1. The yield is 0.660.